From a dataset of Forward reaction prediction with 1.9M reactions from USPTO patents (1976-2016). Predict the product of the given reaction. (1) Given the reactants [C:1]([OH:10])(=O)[C:2]1[C:3](=[CH:5][CH:6]=[CH:7][CH:8]=1)[NH2:4].[NH2:11][C:12]1[CH:17]=[CH:16][CH:15]=[CH:14][CH:13]=1.[CH:18](=O)[C:19]1[CH:24]=[CH:23][C:22]([O:25][CH3:26])=[CH:21][CH:20]=1.Cl[CH2:29][CH2:30][CH2:31]Br.[NH:33]1[CH2:38][CH2:37]C[CH2:35][CH2:34]1, predict the reaction product. The product is: [N:33]1([CH2:38][CH2:37][CH2:26][O:25][C:22]2[CH:23]=[CH:24][C:19]([C:18]3[N:11]([C:12]4[CH:17]=[CH:16][CH:15]=[CH:14][CH:13]=4)[C:1](=[O:10])[C:2]4[C:3](=[CH:5][CH:6]=[CH:7][CH:8]=4)[N:4]=3)=[CH:20][CH:21]=2)[CH2:34][CH2:35][CH2:31][CH2:30][CH2:29]1. (2) Given the reactants [CH3:1][C:2]1[CH:3]=[C:4]([C:18]2[N:22]=[N:21][NH:20][C:19]=2[C:23]#[N:24])[CH:5]=[C:6]([C:8]2[N:13]=[C:12]([C:14]([F:17])([F:16])[F:15])[CH:11]=[CH:10][N:9]=2)[CH:7]=1.[H-].[Na+].[C:27]([O:30][CH2:31]Cl)(=[O:29])[CH3:28], predict the reaction product. The product is: [C:23]([C:19]1[C:18]([C:4]2[CH:5]=[C:6]([C:8]3[N:13]=[C:12]([C:14]([F:17])([F:16])[F:15])[CH:11]=[CH:10][N:9]=3)[CH:7]=[C:2]([CH3:1])[CH:3]=2)=[N:22][N:21]([CH2:31][O:30][C:27](=[O:29])[CH3:28])[N:20]=1)#[N:24]. (3) Given the reactants [CH3:1][C:2]1([CH3:32])[CH2:7][C:6](=[O:8])[CH2:5][C:4]([CH3:10])([CH3:9])[P:3]1[C:11]1[CH:16]=[CH:15][CH:14]=[CH:13][C:12]=1[C:17]1[C:22]([CH:23]([CH3:25])[CH3:24])=[CH:21][C:20]([CH:26]([CH3:28])[CH3:27])=[CH:19][C:18]=1[CH:29]([CH3:31])[CH3:30].[OH:33][CH2:34][C:35]([CH3:39])([CH2:37]O)[CH3:36].O.C1(C)C=CC(S(O)(=O)=O)=CC=1, predict the reaction product. The product is: [CH3:36][C:35]1([CH3:39])[CH2:34][O:33][C:6]2([CH2:7][C:2]([CH3:1])([CH3:32])[P:3]([C:11]3[CH:16]=[CH:15][CH:14]=[CH:13][C:12]=3[C:17]3[C:22]([CH:23]([CH3:24])[CH3:25])=[CH:21][C:20]([CH:26]([CH3:28])[CH3:27])=[CH:19][C:18]=3[CH:29]([CH3:31])[CH3:30])[C:4]([CH3:9])([CH3:10])[CH2:5]2)[O:8][CH2:37]1. (4) Given the reactants [CH3:1][C:2]1[CH:7]=[CH:6][C:5]([NH:8][C:9](=[O:17])OC2C=CC=CC=2)=[CH:4][C:3]=1[C:18]1[CH:19]=[N:20][CH:21]=[CH:22][C:23]=1[CH3:24].[CH3:25][O:26][C:27]1[CH:28]=[C:29]2[C:33](=[CH:34][C:35]=1[C:36]([F:39])([F:38])[F:37])[NH:32][CH2:31][CH2:30]2, predict the reaction product. The product is: [CH3:1][C:2]1[CH:7]=[CH:6][C:5]([NH:8][C:9]([N:32]2[C:33]3[C:29](=[CH:28][C:27]([O:26][CH3:25])=[C:35]([C:36]([F:38])([F:39])[F:37])[CH:34]=3)[CH2:30][CH2:31]2)=[O:17])=[CH:4][C:3]=1[C:18]1[CH:19]=[N:20][CH:21]=[CH:22][C:23]=1[CH3:24]. (5) Given the reactants [CH3:1][C:2]1[N:7]=[C:6]([CH2:8]Cl)[C:5]([CH2:10][CH2:11][CH3:12])=[C:4]([Cl:13])[N:3]=1.[F:14][C:15]1[N:20]=[C:19]([C:21]2[NH:22][CH:23]=[CH:24][N:25]=2)[CH:18]=[CH:17][CH:16]=1.C([O-])([O-])=O.[K+].[K+], predict the reaction product. The product is: [Cl:13][C:4]1[C:5]([CH2:10][CH2:11][CH3:12])=[C:6]([CH2:8][N:25]2[CH:24]=[CH:23][N:22]=[C:21]2[C:19]2[CH:18]=[CH:17][CH:16]=[C:15]([F:14])[N:20]=2)[N:7]=[C:2]([CH3:1])[N:3]=1. (6) Given the reactants CO[C:3](=[O:17])[C:4]1[CH:9]=[CH:8][CH:7]=[CH:6][C:5]=1[CH2:10][N:11]1[CH2:16][CH2:15][O:14][CH2:13][CH2:12]1.[NH2:18][NH2:19].[F:20][C:21]([F:31])([F:30])[C:22]1[CH:23]=[C:24]([CH:27]=[CH:28][CH:29]=1)[CH:25]=O, predict the reaction product. The product is: [F:20][C:21]([F:31])([F:30])[C:22]1[CH:23]=[C:24]([CH:27]=[CH:28][CH:29]=1)[CH:25]=[N:18][NH:19][C:3](=[O:17])[C:4]1[CH:9]=[CH:8][CH:7]=[CH:6][C:5]=1[CH2:10][N:11]1[CH2:12][CH2:13][O:14][CH2:15][CH2:16]1. (7) Given the reactants C(OC(=O)[NH:7][CH2:8][C:9]1[CH:14]=[C:13](C)[C:12]([NH:16][S:17]([CH3:20])(=[O:19])=[O:18])=[C:11]([I:21])[CH:10]=1)(C)(C)C.C(Cl)[Cl:24], predict the reaction product. The product is: [NH2:7][CH2:8][C:9]1[CH:10]=[C:11]([I:21])[C:12]([NH:16][S:17]([CH3:20])(=[O:19])=[O:18])=[C:13]([Cl:24])[CH:14]=1. (8) Given the reactants Cl[C:2]1[N:3]=[CH:4][C:5]2[N:11]([CH3:12])[C:10](=[O:13])[C:9]([F:15])([F:14])[CH2:8][N:7]([CH:16]3[CH2:21][CH2:20][CH2:19][CH2:18][CH2:17]3)[C:6]=2[N:22]=1.O.C1(C)C(S(O)(=O)=O)=CC=CC=1.[NH2:35][C:36]1[CH:54]=[CH:53][C:39]([C:40]([NH:42][CH:43]2[CH2:48][CH2:47][N:46]([CH2:49][CH:50]([F:52])[F:51])[CH2:45][CH2:44]2)=[O:41])=[CH:38][C:37]=1[O:55][CH3:56], predict the reaction product. The product is: [CH:16]1([N:7]2[CH2:8][C:9]([F:15])([F:14])[C:10](=[O:13])[N:11]([CH3:12])[C:5]3[CH:4]=[N:3][C:2]([NH:35][C:36]4[CH:54]=[CH:53][C:39]([C:40]([NH:42][CH:43]5[CH2:48][CH2:47][N:46]([CH2:49][CH:50]([F:51])[F:52])[CH2:45][CH2:44]5)=[O:41])=[CH:38][C:37]=4[O:55][CH3:56])=[N:22][C:6]2=3)[CH2:21][CH2:20][CH2:19][CH2:18][CH2:17]1. (9) Given the reactants [CH:1]([O:4][C:5]1[N:10]=[C:9]([C:11]2[C:19]3[C:14](=[CH:15][CH:16]=[C:17]([C:20]4[S:21][C:22](S(C)(=O)=O)=[N:23][N:24]=4)[CH:18]=3)[N:13]([S:29]([C:32]3[CH:38]=[CH:37][C:35]([CH3:36])=[CH:34][CH:33]=3)(=[O:31])=[O:30])[CH:12]=2)[CH:8]=[CH:7][CH:6]=1)([CH3:3])[CH3:2].[NH2:39][CH:40]1[CH2:45][CH2:44][CH2:43][N:42]([C:46]([O:48][C:49]([CH3:52])([CH3:51])[CH3:50])=[O:47])[CH2:41]1, predict the reaction product. The product is: [CH:1]([O:4][C:5]1[N:10]=[C:9]([C:11]2[C:19]3[C:14](=[CH:15][CH:16]=[C:17]([C:20]4[S:21][C:22]([NH:39][CH:40]5[CH2:45][CH2:44][CH2:43][N:42]([C:46]([O:48][C:49]([CH3:52])([CH3:51])[CH3:50])=[O:47])[CH2:41]5)=[N:23][N:24]=4)[CH:18]=3)[N:13]([S:29]([C:32]3[CH:38]=[CH:37][C:35]([CH3:36])=[CH:34][CH:33]=3)(=[O:31])=[O:30])[CH:12]=2)[CH:8]=[CH:7][CH:6]=1)([CH3:2])[CH3:3]. (10) Given the reactants [Si]([O:8][CH2:9][C:10]1([CH3:37])[S:16][CH2:15][CH2:14][N:13]2[C:17]([C:20]3([C:23]4[CH:28]=[CH:27][C:26]([C:29]5[CH:30]=[CH:31][C:32]([C:35]#[N:36])=[N:33][CH:34]=5)=[CH:25][CH:24]=4)[CH2:22][CH2:21]3)=[N:18][N:19]=[C:12]2[CH2:11]1)(C(C)(C)C)(C)C.Cl, predict the reaction product. The product is: [OH:8][CH2:9][C:10]1([CH3:37])[S:16][CH2:15][CH2:14][N:13]2[C:17]([C:20]3([C:23]4[CH:28]=[CH:27][C:26]([C:29]5[CH:30]=[CH:31][C:32]([C:35]#[N:36])=[N:33][CH:34]=5)=[CH:25][CH:24]=4)[CH2:21][CH2:22]3)=[N:18][N:19]=[C:12]2[CH2:11]1.